This data is from CYP1A2 inhibition data for predicting drug metabolism from PubChem BioAssay. The task is: Regression/Classification. Given a drug SMILES string, predict its absorption, distribution, metabolism, or excretion properties. Task type varies by dataset: regression for continuous measurements (e.g., permeability, clearance, half-life) or binary classification for categorical outcomes (e.g., BBB penetration, CYP inhibition). Dataset: cyp1a2_veith. (1) The molecule is COc1ccc(C(=O)Nc2cccc(/C(C)=N/NC(=O)c3ccc([N+](=O)[O-])cc3)c2)cc1OC. The result is 0 (non-inhibitor). (2) The result is 1 (inhibitor). The drug is Cc1noc(C)c1-c1nc(Nc2ccc(F)cc2)c2ccccc2n1. (3) The drug is CCOc1ccc(C(=O)CCC(=O)O)cc1. The result is 0 (non-inhibitor). (4) The molecule is NCCOB(c1ccccc1)c1ccccc1. The result is 1 (inhibitor). (5) The result is 1 (inhibitor). The compound is Cl.NCCCCCc1nnc(SCc2ccc(Cl)c(Cl)c2)o1. (6) The molecule is O=C(Nc1nnc(C2CC2)s1)c1ccncc1. The result is 1 (inhibitor).